From a dataset of Merck oncology drug combination screen with 23,052 pairs across 39 cell lines. Regression. Given two drug SMILES strings and cell line genomic features, predict the synergy score measuring deviation from expected non-interaction effect. (1) Drug 1: O=c1[nH]cc(F)c(=O)[nH]1. Drug 2: CS(=O)(=O)CCNCc1ccc(-c2ccc3ncnc(Nc4ccc(OCc5cccc(F)c5)c(Cl)c4)c3c2)o1. Cell line: T47D. Synergy scores: synergy=14.9. (2) Drug 1: O=C(CCCCCCC(=O)Nc1ccccc1)NO. Drug 2: CCc1cnn2c(NCc3ccc[n+]([O-])c3)cc(N3CCCCC3CCO)nc12. Cell line: LNCAP. Synergy scores: synergy=10.7. (3) Drug 1: COc1cccc2c1C(=O)c1c(O)c3c(c(O)c1C2=O)CC(O)(C(=O)CO)CC3OC1CC(N)C(O)C(C)O1. Drug 2: NC1(c2ccc(-c3nc4ccn5c(=O)[nH]nc5c4cc3-c3ccccc3)cc2)CCC1. Cell line: ES2. Synergy scores: synergy=9.31. (4) Drug 1: COC12C(COC(N)=O)C3=C(C(=O)C(C)=C(N)C3=O)N1CC1NC12. Drug 2: O=C(O)C1(Cc2cccc(Nc3nccs3)n2)CCC(Oc2cccc(Cl)c2F)CC1. Cell line: SKOV3. Synergy scores: synergy=-11.3.